Dataset: Catalyst prediction with 721,799 reactions and 888 catalyst types from USPTO. Task: Predict which catalyst facilitates the given reaction. Reactant: C1(C2C=CC=CC=2)C=CC([C:7]2[C:16]3[C:11](=[C:12]([O:17][CH3:18])[CH:13]=[CH:14][CH:15]=3)[C:10]([OH:19])=[CH:9][C:8]=2[C:20](O)([CH3:22])[CH3:21])=CC=1.[C:30]1([CH3:40])[CH:35]=[CH:34][C:33](S(O)(=O)=O)=[CH:32][CH:31]=1. Product: [CH3:18][O:17][C:12]1[C:11]2[C:10]([OH:19])=[CH:9][C:8]3[C:20]([CH3:22])([CH3:21])[C:32]4[CH:31]=[C:30]([C:40]5[CH:15]=[CH:16][CH:7]=[CH:8][CH:9]=5)[CH:35]=[CH:34][C:33]=4[C:7]=3[C:16]=2[CH:15]=[CH:14][CH:13]=1. The catalyst class is: 282.